From a dataset of Full USPTO retrosynthesis dataset with 1.9M reactions from patents (1976-2016). Predict the reactants needed to synthesize the given product. (1) Given the product [Si:22]([O:1][CH2:2][C@@H:3]1[C:11]2[C:6](=[CH:7][CH:8]=[CH:9][CH:10]=2)[CH2:5][C@@H:4]1[OH:12])([C:18]([CH3:21])([CH3:20])[CH3:19])([CH3:25])[CH3:24], predict the reactants needed to synthesize it. The reactants are: [OH:1][CH2:2][C@@H:3]1[C:11]2[C:6](=[CH:7][CH:8]=[CH:9][CH:10]=2)[CH2:5][C@@H:4]1[OH:12].N1C=CN=C1.[C:18]([Si:22]([CH3:25])([CH3:24])Cl)([CH3:21])([CH3:20])[CH3:19]. (2) Given the product [CH3:15][O:14][CH:11]([O:12][CH3:13])[C:5]1[O:6][C:2]([Br:1])=[CH:3][CH:4]=1, predict the reactants needed to synthesize it. The reactants are: [Br:1][C:2]1[O:6][C:5](C=O)=[CH:4][CH:3]=1.CO[CH:11]([O:14][CH3:15])[O:12][CH3:13].C1(C)C=CC(S([O-])(=O)=O)=CC=1.[NH+]1C=CC=CC=1. (3) Given the product [Br:11][C:3]1[S:4][C:5]2[C:6](=[O:10])[O:7][CH2:8][C:9]=2[C:2]=1[CH3:1], predict the reactants needed to synthesize it. The reactants are: [CH3:1][C:2]1[C:9]2[CH2:8][O:7][C:6](=[O:10])[C:5]=2[S:4][CH:3]=1.[Br:11]Br. (4) Given the product [CH:36]1[C:37]2[C:42](=[CH:41][CH:40]=[CH:39][CH:38]=2)[CH:43]=[CH:44][C:35]=1[CH2:34][C@@H:30]([NH:29][C:27](=[O:28])[O:26][C:23]([CH3:24])([CH3:22])[CH3:25])[C:31](=[O:32])[NH:1][C:2]1[CH:3]=[C:4]2[C:20](=[O:21])[NH:19][N:18]=[CH:17][C:6]3=[C:7]([C:11]4[CH:12]=[CH:13][CH:14]=[CH:15][CH:16]=4)[NH:8][C:9]([CH:10]=1)=[C:5]23, predict the reactants needed to synthesize it. The reactants are: [NH2:1][C:2]1[CH:3]=[C:4]2[C:20](=[O:21])[NH:19][N:18]=[CH:17][C:6]3=[C:7]([C:11]4[CH:16]=[CH:15][CH:14]=[CH:13][CH:12]=4)[NH:8][C:9]([CH:10]=1)=[C:5]23.[CH3:22][C:23]([O:26][C:27]([NH:29][C@H:30]([CH2:34][C:35]1[CH:44]=[CH:43][C:42]2[C:37](=[CH:38][CH:39]=[CH:40][CH:41]=2)[CH:36]=1)[C:31](O)=[O:32])=[O:28])([CH3:25])[CH3:24].C(N(CC)CC)C.F[P-](F)(F)(F)(F)F.N1(OC(N(C)C)=[N+](C)C)C2N=CC=CC=2N=N1. (5) Given the product [OH:15][N:14]=[CH:2][C:1]([NH:7][C:8]1[CH:13]=[CH:12][CH:11]=[CH:10][CH:9]=1)=[O:6], predict the reactants needed to synthesize it. The reactants are: [C:1]([NH:7][C:8]1[CH:13]=[CH:12][CH:11]=[CH:10][CH:9]=1)(=[O:6])[CH2:2]C(C)=O.[N:14]([O-])=[O:15].[Na+].S(=O)(=O)(O)O. (6) Given the product [CH2:2]([N:4]([C:5]1[CH:6]=[N:7][O:8][C:9]=1[CH3:10])[C:13](=[O:14])[CH:12]([F:16])[F:11])[CH3:3], predict the reactants needed to synthesize it. The reactants are: Cl.[CH2:2]([NH:4][C:5]1[CH:6]=[N:7][O:8][C:9]=1[CH3:10])[CH3:3].[F:11][CH:12]([F:16])[C:13](Cl)=[O:14]. (7) Given the product [Br:32][C:33]1[CH:34]=[CH:35][C:36]([CH2:37][N:38]2[C:46]3[C:41](=[CH:42][C:43]([S:47]([N:50]4[CH2:54][CH2:53][CH2:52][CH:51]4[CH2:55][O:56][C:57]4[CH:58]=[N:59][CH:60]=[CH:61][CH:62]=4)(=[O:49])=[O:48])=[CH:44][CH:45]=3)[C:40](=[C:11]([C:14]#[N:15])[C:12]#[N:13])[C:39]2=[O:64])=[CH:65][CH:66]=1, predict the reactants needed to synthesize it. The reactants are: O=C1C(=[C:11]([C:14]#[N:15])[C:12]#[N:13])C2C(=CC=C(S(N3CCCC3COC3C=CC=CC=3)(=O)=O)C=2)N1.[Br:32][C:33]1[CH:66]=[CH:65][C:36]([CH2:37][N:38]2[C:46]3[C:41](=[CH:42][C:43]([S:47]([N:50]4[CH2:54][CH2:53][CH2:52][CH:51]4[CH2:55][O:56][C:57]4[CH:58]=[N:59][CH:60]=[CH:61][CH:62]=4)(=[O:49])=[O:48])=[CH:44][CH:45]=3)[C:40](=O)[C:39]2=[O:64])=[CH:35][CH:34]=1. (8) The reactants are: [C:1]([O:5][C:6](=[O:22])[N:7]([C:15]1[CH:20]=[CH:19][C:18]([Cl:21])=[CH:17][CH:16]=1)[C:8]1[CH:13]=[N:12][CH:11]=[C:10](Cl)[N:9]=1)([CH3:4])([CH3:3])[CH3:2].[Br-].[CH3:24][O:25][C:26]1[N:31]=[C:30]([Zn+])[CH:29]=[CH:28][CH:27]=1. Given the product [C:1]([O:5][C:6](=[O:22])[N:7]([C:15]1[CH:20]=[CH:19][C:18]([Cl:21])=[CH:17][CH:16]=1)[C:8]1[CH:13]=[N:12][CH:11]=[C:10]([C:30]2[CH:29]=[CH:28][CH:27]=[C:26]([O:25][CH3:24])[N:31]=2)[N:9]=1)([CH3:4])([CH3:3])[CH3:2], predict the reactants needed to synthesize it. (9) Given the product [Cl:1][C:2]1[CH:3]=[C:4]([C:8]2[CH:16]=[CH:15][CH:14]=[C:13]3[C:9]=2[C:10](=[CH:33][C:28]2[NH:29][C:30]([CH3:32])=[CH:31][C:27]=2[C:25]([N:22]2[CH2:23][CH2:24][C@H:20]([N:19]([CH3:18])[CH3:35])[CH2:21]2)=[O:26])[C:11](=[O:17])[NH:12]3)[CH:5]=[CH:6][CH:7]=1, predict the reactants needed to synthesize it. The reactants are: [Cl:1][C:2]1[CH:3]=[C:4]([C:8]2[CH:16]=[CH:15][CH:14]=[C:13]3[C:9]=2[CH2:10][C:11](=[O:17])[NH:12]3)[CH:5]=[CH:6][CH:7]=1.[CH3:18][N:19]([CH3:35])[C@H:20]1[CH2:24][CH2:23][N:22]([C:25]([C:27]2[CH:31]=[C:30]([CH3:32])[NH:29][C:28]=2[CH:33]=O)=[O:26])[CH2:21]1. (10) The reactants are: [O:1]=[C:2]1[N:8]([CH:9]2[CH2:14][CH2:13][N:12]([C:15]([O:17][C@H:18]([CH2:40][C:41]3[CH:46]=[C:45]([CH3:47])[C:44]([O:48]CC4C=CC=CC=4)=[C:43]([CH3:56])[CH:42]=3)[C:19]([N:21]3[CH2:26][CH2:25][CH:24]([N:27]4[CH2:32][CH2:31][CH:30]([O:33][CH2:34][C:35]([O:37][CH2:38][CH3:39])=[O:36])[CH2:29][CH2:28]4)[CH2:23][CH2:22]3)=[O:20])=[O:16])[CH2:11][CH2:10]2)[CH2:7][CH2:6][C:5]2[CH:57]=[CH:58][CH:59]=[CH:60][C:4]=2[NH:3]1.[H][H]. Given the product [O:1]=[C:2]1[N:8]([CH:9]2[CH2:14][CH2:13][N:12]([C:15]([O:17][C@H:18]([CH2:40][C:41]3[CH:46]=[C:45]([CH3:47])[C:44]([OH:48])=[C:43]([CH3:56])[CH:42]=3)[C:19]([N:21]3[CH2:26][CH2:25][CH:24]([N:27]4[CH2:32][CH2:31][CH:30]([O:33][CH2:34][C:35]([O:37][CH2:38][CH3:39])=[O:36])[CH2:29][CH2:28]4)[CH2:23][CH2:22]3)=[O:20])=[O:16])[CH2:11][CH2:10]2)[CH2:7][CH2:6][C:5]2[CH:57]=[CH:58][CH:59]=[CH:60][C:4]=2[NH:3]1, predict the reactants needed to synthesize it.